Binary Classification. Given a miRNA mature sequence and a target amino acid sequence, predict their likelihood of interaction. From a dataset of Experimentally validated miRNA-target interactions with 360,000+ pairs, plus equal number of negative samples. (1) The miRNA is hsa-miR-671-5p with sequence AGGAAGCCCUGGAGGGGCUGGAG. The protein sequence of the target gene is MASPSLPGSDCSQIIDHSHVPEFEVATWIKITLILVYLIIFVMGLLGNSATIRVTQVLQKKGYLQKEVTDHMVSLACSDILVFLIGMPMEFYSIIWNPLTTSSYTLSCKLHTFLFEACSYATLLHVLTLSFERYIAICHPFRYKAVSGPCQVKLLIGFVWVTSALVALPLLFAMGTEYPLVNVPSHRGLTCNRSSTRHHEQPETSNMSICTNLSSRWTVFQSSIFGAFVVYLVVLLSVAFMCWNMMQVLMKSQKGSLAGGTRPPQLRKSESEESRTARRQTIIFLRLIVVTLAVCWMPNQ.... Result: 0 (no interaction). (2) The miRNA is mmu-miR-1843a-5p with sequence UAUGGAGGUCUCUGUCUGACU. The protein sequence of the target gene is MLPSLALLLLAAWTVRALEVPTDGNAGLLAEPQIAMFCGKLNMHMNVQNGKWESDPSGTKTCIGTKEGILQYCQEVYPELQITNVVEANQPVTIQNWCKRGRKQCKTHTHIVIPYRCLVGEFVSDALLVPDKCKFLHQERMDVCETHLHWHTVAKETCSEKSTNLHDYGMLLPCGIDKFRGVEFVCCPLAEESDSVDSADAEEDDSDVWWGGADTDYADGGEDKVVEVAEEEEVADVEEEEADDDEDVEDGDEVEEEAEEPYEEATERTTSTATTTTTTTESVEEVVREVCSEQAETGPC.... Result: 0 (no interaction). (3) The miRNA is hsa-miR-216b-5p with sequence AAAUCUCUGCAGGCAAAUGUGA. The protein sequence of the target gene is MWSLHIVLMRCSFRLTKSLATGPWSLILILFSVQYVYGSGKKYIGPCGGRDCSVCHCVPEKGSRGPPGPPGPQGPIGPLGAPGPIGLSGEKGMRGDRGPPGAAGDKGDKGPTGVPGFPGLDGIPGHPGPPGPRGKPGMSGHNGSRGDPGFPGGRGALGPGGPLGHPGEKGEKGNSVFILGAVKGIQGDRGDPGLPGLPGSWGAGGPAGPTGYPGEPGLVGPPGQPGRPGLKGNPGVGVKGQMGDPGEVGQQGSPGPTLLVEPPDFCLYKGEKGIKGIPGMVGLPGPPGRKGESGIGAKGE.... Result: 1 (interaction). (4) The miRNA is hsa-miR-4510 with sequence UGAGGGAGUAGGAUGUAUGGUU. The protein sequence of the target gene is MTSCGQQSLNVLAVLFSLLFSAVLSAHFRVCEPYTDHKGRYHFGFHCPRLSDNKTFILCCHHNNTVFKYCCNETEFQAVMQANLTASSEGYMHNNYTALLGVWIYGFFVLMLLVLDLLYYSAMNYDICKVYLARWGIQGRWMKQDPRRWGNPARAPRPGQRAPQPQPPPGPLPQAPQAVHTLRGDAHSPPLMTFQSSSA. Result: 1 (interaction). (5) The miRNA is mmu-miR-665-3p with sequence ACCAGGAGGCUGAGGUCCCU. The protein sequence of the target gene is MAATTANPEMTSDVPSLGPTIASGNPGPGIQGGGAVVQRAIKRRSGLDFDDEGEVNSKFLRCDDEQMCNDKERFARSDDEQSSADKERLARENHSEIERRRRNKMTAYITELSDMVPTCSALARKPDKLTILRMAVSHMKSLRGTGNTSTDGSYKPSFLTDQELKHLILEAADGFLFIVSCETGRVVYVSDSVTPVLNQPQSEWFGSTLYDQVHPDDVDKLREQLSTSENALTGRILDLKTGTVKKEGQQSSMRMCMGSRRSFICRMRCGTSSVDPVSMNRLSFLRNRCRNGLGSVKEGE.... Result: 0 (no interaction). (6) The miRNA is hsa-miR-4729 with sequence UCAUUUAUCUGUUGGGAAGCUA. The protein sequence of the target gene is MAVQESAAQLSMTLKVQEYPTLKVPYETLNKRFRAAQKNIDRETSHVTMVVAELEKTLSSCPAVDSVVSLLDGVVEKLSVLKRKAVESIQAEDESAKLCKRRIEHLKEHSSDQPAAASMWKRKRMDRMMVEHLLRCGYYNTAVKLARQSGIEDLVNIEMFLTAKEVEESLERRETATCLAWCHDNKSRLRKMKSCLEFSLRIQEFIELVRQNKRLDAVRHARKHFSQAEGSQLDEVRQVMGMLAFPPDTHISPYKDLLDPARWRMLIQQFRYDNYRLHQLGNSSVFTLTLQAGLSAIKTP.... Result: 0 (no interaction). (7) The miRNA is hsa-miR-4770 with sequence UGAGAUGACACUGUAGCU. The protein sequence of the target gene is MTMDKSELVQKAKLAEQAERYDDMAAAMKAVTEQGHELSNEERNLLSVAYKNVVGARRSSWRVISSIEQKTERNEKKQQMGKEYREKIEAELQDICNDVLELLDKYLIPNATQPESKVFYLKMKGDYFRYLSEVASGDNKQTTVSNSQQAYQEAFEISKKEMQPTHPIRLGLALNFSVFYYEILNSPEKACSLAKTAFDEAIAELDTLNEESYKDSTLIMQLLRDNLTLWTSENQGDEGDAGEGEN. Result: 1 (interaction). (8) The miRNA is hsa-miR-6739-5p with sequence UGGGAAAGAGAAAGAACAAGUA. The protein sequence of the target gene is MDSFDLALLQEWDLESLCVYEPDRNALRRKERERRNQETQQDDGTFNSSYSLFSEPYKTNKGDELSNRIQNTLGNYDEMKDFLTDRSNQSHLVGVPKPGVPQTPVNKIDEHFVADSRAQNQPSSICSTTTSTPAAVPVQQSKRGTMGWQKAGHPPSDGQQRATQQGSLRTLLGDGVGRQQPRAKQVCNVEVGLQTQERPPAMAAKHSSSGHCVQNFPPSLASKPSLVQQKPTAYVRPMDGQDQAPDESPKLKSSSETSVHCTSYRGVPASKPEPARAKAKLSKFSIPKQGEESRSGETNS.... Result: 0 (no interaction). (9) The miRNA is hsa-miR-4633-5p with sequence AUAUGCCUGGCUAGCUCCUC. The protein sequence of the target gene is MAMSFEWPWQYRFPPFFTLQPNVDTRQKQLAAWCSLVLSFCRLHKQSSMTVMEAQESPLFNNVKLQRKLPVESIQIVLEELRKKGNLEWLDKSKSSFLIMWRRPEEWGKLIYQWVSRSGQNNSVFTLYELTNGEDTEDEEFHGLDEATLLRALQALQQEHKAEIITVSDGRGVKFF. Result: 0 (no interaction).